Dataset: Drug-target binding data from BindingDB using Ki measurements. Task: Regression. Given a target protein amino acid sequence and a drug SMILES string, predict the binding affinity score between them. We predict pKi (pKi = -log10(Ki in M); higher means stronger inhibition). Dataset: bindingdb_ki. (1) The compound is N[C@@H](CCSC[C@H](O)[C@@H](O)C(=O)NO)C(=O)O. The target protein (Q9Z5X1) has sequence MPLLDSFTVDHTRMNAPAVRVAKTMQTPKGDTITVFDLRFTAPNKDILSEKGIHTLEHLYAGFMRNHLNGDSVEIIDISPMGCRTGFYMSLIGTPSEQQVADAWIAAMEDVLKVENQNKIPELNEYQCGTAAMHSLDEAKQIAKNILEVGVAVNKNDELALPESMLRELRID. The pKi is 4.9. (2) The drug is Cc1cccc(C)c1OCC(=O)NC[C@@](O)(Cc1ccccc1)C(=O)N1CSC(C)(C)[C@@H]1C(=O)N[C@H]1c2ccccc2C[C@H]1O. The target protein sequence is MDIAVKEQDYSNGLIKNSAAFENLKFSNIKNFKVQKRFQILYYILFVFVTGIFFFFLISTYFFTPNYKVNKIVQNTEHLTLAFKIERPYDKVLKTISKKNLKNYIKETFNFFKSGYMKQNYLGSENDVIELDDVANIMFYGEGEVGDNHQKFMLIFDTGSANLWVPSKKCNSSGCSIKNLYDSSKSKSYEKDGTKVDITYGSGTVKGFFSKDLVTLGHLSMPYKFIEVTDTDDLEPIYSSVEFDGILGLGWKDLSIGSIDPIVVELKNQNKIDNALFTFYLPVHDVHAGYLTIGGIEEKFYEGNITYEKLNHDLYWQIDLDVHFGKQTMEKANVIVDSGTTTITAPSEFLNKFFANLNVIKVPFLPFYVTTCDNKEMPTLEFKSANNTYTLEPEYYMNPILEVDDTLCMITMLPVDIDSNTFILGDPFMRKYFTVFDYDKESVGFAIAKN. The pKi is 6.8.